This data is from Full USPTO retrosynthesis dataset with 1.9M reactions from patents (1976-2016). The task is: Predict the reactants needed to synthesize the given product. (1) Given the product [C:4]1([C:7]2[CH:8]=[CH:9][CH:10]=[CH:11][CH:12]=2)[CH:5]=[CH:6][CH:1]=[CH:2][CH:3]=1, predict the reactants needed to synthesize it. The reactants are: [C:1]1(O)[CH:6]=[CH:5][C:4]([C:7]2[CH:12]=[CH:11][C:10](O)=[CH:9][CH:8]=2)=[CH:3][CH:2]=1.C([O-])([O-])=O.[K+].[K+].BrCCCCCCO.Cl. (2) Given the product [CH2:29]([C:31]1[N:32]=[C:33]([O:38][CH3:39])[C:34]2[N:35]([C:2]([C:23]3[CH:24]=[CH:25][CH:26]=[CH:27][CH:28]=3)=[C:3]([C:5]3[CH:10]=[CH:9][C:8]([C:11]4([NH:15][C:16](=[O:22])[O:17][C:18]([CH3:20])([CH3:19])[CH3:21])[CH2:12][CH2:13][CH2:14]4)=[CH:7][CH:6]=3)[N:37]=2)[CH:36]=1)[CH3:30], predict the reactants needed to synthesize it. The reactants are: Br[CH:2]([C:23]1[CH:28]=[CH:27][CH:26]=[CH:25][CH:24]=1)[C:3]([C:5]1[CH:10]=[CH:9][C:8]([C:11]2([NH:15][C:16](=[O:22])[O:17][C:18]([CH3:21])([CH3:20])[CH3:19])[CH2:14][CH2:13][CH2:12]2)=[CH:7][CH:6]=1)=O.[CH2:29]([C:31]1[N:32]=[C:33]([O:38][CH3:39])[C:34]([NH2:37])=[N:35][CH:36]=1)[CH3:30].C(N(C(C)C)CC)(C)C. (3) Given the product [Cl:1][C:2]1[CH:21]=[C:20]([Cl:22])[CH:19]=[CH:18][C:3]=1[O:4][CH2:5][C:6]([NH:8][C:9]1[CH:10]=[C:11]([CH:15]=[CH:16][CH:17]=1)[C:12]([N:24]([CH3:25])[CH3:23])=[O:13])=[O:7], predict the reactants needed to synthesize it. The reactants are: [Cl:1][C:2]1[CH:21]=[C:20]([Cl:22])[CH:19]=[CH:18][C:3]=1[O:4][CH2:5][C:6]([NH:8][C:9]1[CH:10]=[C:11]([CH:15]=[CH:16][CH:17]=1)[C:12](O)=[O:13])=[O:7].[CH3:23][NH:24][CH3:25].C(Cl)CCl.C1C=CC2N(O)N=NC=2C=1.CCN(C(C)C)C(C)C. (4) Given the product [Cl:1][C:2]1[N:7]=[C:6]([CH3:8])[C:5]([N:9]([S:18]([CH3:17])(=[O:20])=[O:19])[S:18]([CH3:17])(=[O:20])=[O:19])=[CH:4][CH:3]=1, predict the reactants needed to synthesize it. The reactants are: [Cl:1][C:2]1[N:7]=[C:6]([CH3:8])[C:5]([NH2:9])=[CH:4][CH:3]=1.C(N(CC)CC)C.[CH3:17][S:18](Cl)(=[O:20])=[O:19]. (5) Given the product [Cl:12][C:10]1[CH:9]=[CH:8][CH:7]=[C:6]2[C:11]=1[C:2]([NH:26][CH2:25][CH2:24][NH2:27])=[CH:3][C:4]([N:13]1[CH2:19][CH2:18][CH2:17][C:16]3[CH:20]=[CH:21][CH:22]=[CH:23][C:15]=3[CH2:14]1)=[N:5]2, predict the reactants needed to synthesize it. The reactants are: Cl[C:2]1[C:11]2[C:6](=[CH:7][CH:8]=[CH:9][C:10]=2[Cl:12])[N:5]=[C:4]([N:13]2[CH2:19][CH2:18][CH2:17][C:16]3[CH:20]=[CH:21][CH:22]=[CH:23][C:15]=3[CH2:14]2)[CH:3]=1.[CH2:24]([NH2:27])[CH2:25][NH2:26]. (6) Given the product [N:25]1([C:23]([C:18]2[NH:19][C:20]3[C:16]([CH:17]=2)=[CH:15][C:14]([O:13][C@H:10]2[CH2:11][CH2:12][NH:8][CH2:9]2)=[CH:22][CH:21]=3)=[O:24])[CH2:26][CH2:27][O:28][CH2:29][CH2:30]1, predict the reactants needed to synthesize it. The reactants are: C([N:8]1[CH2:12][CH2:11][C@H:10]([O:13][C:14]2[CH:15]=[C:16]3[C:20](=[CH:21][CH:22]=2)[NH:19][C:18]([C:23]([N:25]2[CH2:30][CH2:29][O:28][CH2:27][CH2:26]2)=[O:24])=[CH:17]3)[CH2:9]1)C1C=CC=CC=1. (7) Given the product [Cl:1][C:2]1[C:3]([O:17][CH2:16][C:15]([F:19])([F:18])[F:14])=[N:4][CH:5]=[C:6]([CH:12]=1)[C:7]([O:9][CH2:10][CH3:11])=[O:8], predict the reactants needed to synthesize it. The reactants are: [Cl:1][C:2]1[C:3](Cl)=[N:4][CH:5]=[C:6]([CH:12]=1)[C:7]([O:9][CH2:10][CH3:11])=[O:8].[F:14][C:15]([F:19])([F:18])[CH2:16][OH:17].C[Si]([N-][Si](C)(C)C)(C)C.[Na+]. (8) Given the product [C:23]([C@@H:22]([NH:21][C:14]([C:12]1[CH:11]=[CH:10][C:9]([CH:17]2[CH2:19][CH2:18]2)=[C:8]([C:4]2[CH:5]=[CH:6][CH:7]=[C:2]([Cl:1])[CH:3]=2)[N:13]=1)=[O:16])[CH2:26][CH:27]1[CH2:29][CH2:28]1)(=[O:24])[NH2:25], predict the reactants needed to synthesize it. The reactants are: [Cl:1][C:2]1[CH:3]=[C:4]([C:8]2[N:13]=[C:12]([C:14]([OH:16])=O)[CH:11]=[CH:10][C:9]=2[CH:17]2[CH2:19][CH2:18]2)[CH:5]=[CH:6][CH:7]=1.Cl.[NH2:21][C@@H:22]([CH2:26][CH:27]1[CH2:29][CH2:28]1)[C:23]([NH2:25])=[O:24]. (9) Given the product [CH2:22]([O:29][C:30]([N:32]1[CH2:41][CH2:40][C:39]2[C:34](=[CH:35][CH:36]=[CH:37][CH:38]=2)[CH:33]1[C:42]1[CH:47]=[C:46]([N:1]2[CH:5]=[CH:4][N:3]=[N:2]2)[CH:45]=[CH:44][C:43]=1[O:49][CH2:50][C:51]([OH:53])=[O:52])=[O:31])[C:23]1[CH:28]=[CH:27][CH:26]=[CH:25][CH:24]=1.[CH2:22]([O:29][C:30]([N:32]1[CH2:41][CH2:40][C:39]2[C:34](=[CH:35][CH:36]=[CH:37][CH:38]=2)[CH:33]1[C:42]1[CH:47]=[C:46]([N:2]2[N:3]=[CH:4][CH:5]=[N:1]2)[CH:45]=[CH:44][C:43]=1[O:49][CH2:50][C:51]([OH:53])=[O:52])=[O:31])[C:23]1[CH:28]=[CH:27][CH:26]=[CH:25][CH:24]=1, predict the reactants needed to synthesize it. The reactants are: [NH:1]1[CH:5]=[CH:4][N:3]=[N:2]1.C(=O)([O-])[O-].[Cs+].[Cs+].CNC1CCCCC1NC.[CH2:22]([O:29][C:30]([N:32]1[CH2:41][CH2:40][C:39]2[C:34](=[CH:35][CH:36]=[CH:37][CH:38]=2)[CH:33]1[C:42]1[CH:47]=[C:46](Br)[CH:45]=[CH:44][C:43]=1[O:49][CH2:50][C:51]([O:53]CC)=[O:52])=[O:31])[C:23]1[CH:28]=[CH:27][CH:26]=[CH:25][CH:24]=1. (10) Given the product [NH:28]1[C:29]2[C:25](=[C:24]([NH:23][C:13]([CH:10]3[CH2:9][CH2:8][N:7]([C:1]4[CH:2]=[CH:3][CH:4]=[CH:5][CH:6]=4)[CH2:12][CH2:11]3)=[O:15])[CH:32]=[CH:31][CH:30]=2)[CH2:26][CH2:27]1, predict the reactants needed to synthesize it. The reactants are: [C:1]1([N:7]2[CH2:12][CH2:11][CH:10]([C:13]([OH:15])=O)[CH2:9][CH2:8]2)[CH:6]=[CH:5][CH:4]=[CH:3][CH:2]=1.BrC1C=CC=CC=1.[NH2:23][C:24]1[CH:32]=[CH:31][CH:30]=[C:29]2[C:25]=1[CH2:26][CH2:27][NH:28]2.